This data is from Full USPTO retrosynthesis dataset with 1.9M reactions from patents (1976-2016). The task is: Predict the reactants needed to synthesize the given product. (1) Given the product [CH2:1]([N:8]1[C:16]2[C:11](=[CH:12][C:13]([C:40]3[CH:41]=[CH:42][C:37]([O:36][CH3:35])=[CH:38][CH:39]=3)=[CH:14][CH:15]=2)[C:10]([CH2:18][CH2:19][CH2:20][CH2:21][CH3:22])=[C:9]1[C:23]1[CH:28]=[CH:27][CH:26]=[CH:25][CH:24]=1)[C:2]1[CH:7]=[CH:6][CH:5]=[CH:4][CH:3]=1, predict the reactants needed to synthesize it. The reactants are: [CH2:1]([N:8]1[C:16]2[C:11](=[CH:12][C:13](Br)=[CH:14][CH:15]=2)[C:10]([CH2:18][CH2:19][CH2:20][CH2:21][CH3:22])=[C:9]1[C:23]1[CH:28]=[CH:27][CH:26]=[CH:25][CH:24]=1)[C:2]1[CH:7]=[CH:6][CH:5]=[CH:4][CH:3]=1.C([O-])([O-])=O.[K+].[K+].[CH3:35][O:36][C:37]1[CH:42]=[CH:41][C:40](B(O)O)=[CH:39][CH:38]=1.ClCCl. (2) Given the product [F:40][C:41]([F:46])([F:45])[C:42]([OH:44])=[O:43].[C:88]1([CH:53]([C:47]2[CH:52]=[CH:51][CH:50]=[CH:49][CH:48]=2)[CH2:54][NH:55][C:56]2[N:64]=[C:63]([NH:65][CH2:102][CH2:101][C:99]3[N:98]=[CH:97][N:96]([CH2:94][CH3:95])[CH:100]=3)[N:62]=[C:61]3[C:57]=2[N:58]=[CH:59][N:60]3[C@@H:74]2[CH2:78][C@H:77]([N:79]3[N:80]=[C:81]([CH2:82][CH3:83])[CH:2]=[N:3]3)[C@@H:76]([OH:86])[C@H:75]2[OH:87])[CH:93]=[CH:92][CH:91]=[CH:90][CH:89]=1, predict the reactants needed to synthesize it. The reactants are: Cl[C:2]1N=C2C(N=CN2C2CC(N3C=C(CC)N=N3)C(O)C2O)=C(NCC(C2C=CC=CC=2)C2C=CC=CC=2)[N:3]=1.[F:40][C:41]([F:46])([F:45])[C:42]([OH:44])=[O:43].[C:47]1([CH:53]([C:88]2[CH:93]=[CH:92][CH:91]=[CH:90][CH:89]=2)[CH2:54][NH:55][C:56]2[N:64]=[C:63]([NH:65]CCN3CCCCC3)[N:62]=[C:61]3[C:57]=2[N:58]=[CH:59][N:60]3[C@@H:74]2[CH2:78][C@H:77]([N:79]3[CH:83]=[C:82](CO)[CH:81]=[N:80]3)[C@@H:76]([OH:86])[C@H:75]2[OH:87])[CH:52]=[CH:51][CH:50]=[CH:49][CH:48]=1.[CH2:94]([N:96]1[CH:100]=[C:99]([CH2:101][CH2:102]N)[N:98]=[CH:97]1)[CH3:95]. (3) Given the product [Cl:22][C:16]1[C:17]([CH3:21])=[C:18]([O:10][C:3]2[C:4]([CH3:9])=[CH:5][C:6]([CH3:8])=[CH:7][C:2]=2[CH3:1])[N:19]=[C:14]([CH3:13])[N:15]=1, predict the reactants needed to synthesize it. The reactants are: [CH3:1][C:2]1[CH:7]=[C:6]([CH3:8])[CH:5]=[C:4]([CH3:9])[C:3]=1[OH:10].[H-].[Na+].[CH3:13][C:14]1[N:19]=[C:18](Cl)[C:17]([CH3:21])=[C:16]([Cl:22])[N:15]=1.